This data is from Forward reaction prediction with 1.9M reactions from USPTO patents (1976-2016). The task is: Predict the product of the given reaction. (1) Given the reactants [N:1]([C:4]1[CH:12]=[CH:11][C:7]2[NH:8][CH:9]=[N:10][C:6]=2[CH:5]=1)=[C:2]=[S:3].[OH:13][C:14]1[CH:15]=[C:16]([CH2:22][NH2:23])[CH:17]=[CH:18][C:19]=1[O:20][CH3:21], predict the reaction product. The product is: [OH:13][C:14]1[CH:15]=[C:16]([CH:17]=[CH:18][C:19]=1[O:20][CH3:21])[CH2:22][NH:23][C:2]([NH:1][C:4]1[CH:12]=[CH:11][C:7]2[NH:8][CH:9]=[N:10][C:6]=2[CH:5]=1)=[S:3]. (2) Given the reactants Cl.NCCS.Cl.Cl.N(C(C1NCCN=1)(C)C)=NC(C1NCCN=1)(C)C.[CH3:26][N:27]([CH3:32])[C:28](=[O:31])[CH:29]=[CH2:30].[CH3:33][N:34]([CH2:39][CH2:40][OH:41])[C:35](=[O:38])[CH:36]=[CH2:37], predict the reaction product. The product is: [CH3:33][N:34]([CH2:39][CH2:40][OH:41])[C:35](=[O:38])[CH:36]=[CH2:37].[CH3:26][N:27]([CH3:32])[C:28](=[O:31])[CH:29]=[CH2:30]. (3) Given the reactants [Br-].[F:2][C:3]1[CH:4]=[CH:5][CH:6]=[CH:7][CH:8]=1.[NH:9]1[CH:13]=[CH:12][C:11]([C:14]([O:16][CH2:17][CH3:18])=[O:15])=[N:10]1.C([O-])([O-])=O.[K+].[K+], predict the reaction product. The product is: [F:2][C:3]1[CH:8]=[C:7]([N:9]2[CH:13]=[CH:12][C:11]([C:14]([O:16][CH2:17][CH3:18])=[O:15])=[N:10]2)[CH:6]=[CH:5][CH:4]=1.